From a dataset of Reaction yield outcomes from USPTO patents with 853,638 reactions. Predict the reaction yield, written as a fraction of the theoretical maximum amount of product (1.0 means a 100% yield; for example, 0.34 means a 34% yield). (1) The reactants are [C:1]([C:3]1[CH:8]=[CH:7][CH:6]=[CH:5][C:4]=1[S:9]([N:12]1[C:16]([C:17]2[C:18]([F:23])=[N:19][CH:20]=[CH:21][CH:22]=2)=[C:15]([F:24])[C:14]([CH2:25][N:26](C)[C:27](=O)OC(C)(C)C)=[CH:13]1)(=[O:11])=[O:10])#[N:2].C(OCC)(=O)C.[ClH:41]. The catalyst is C(OCC)(=O)C.C(O)C. The product is [ClH:41].[F:24][C:15]1[C:14]([CH2:25][NH:26][CH3:27])=[CH:13][N:12]([S:9]([C:4]2[CH:5]=[CH:6][CH:7]=[CH:8][C:3]=2[C:1]#[N:2])(=[O:11])=[O:10])[C:16]=1[C:17]1[C:18]([F:23])=[N:19][CH:20]=[CH:21][CH:22]=1. The yield is 0.900. (2) The reactants are [Cl-].O[NH3+:3].[C:4](=[O:7])([O-])[OH:5].[Na+].CS(C)=O.[CH2:13]([C:17]1[N:22]2[N:23]=[CH:24][CH:25]=[C:21]2[N:20]([C@H:26]2[CH2:31][CH2:30][C@H:29]([O:32][CH2:33][C:34]([OH:37])([CH3:36])[CH3:35])[CH2:28][CH2:27]2)[C:19](=[O:38])[C:18]=1[CH2:39][C:40]1[CH:41]=[CH:42][C:43]([C:46]2[CH:53]=[CH:52][CH:51]=[CH:50][C:47]=2[C:48]#[N:49])=[N:44][CH:45]=1)[CH2:14][CH2:15][CH3:16]. The catalyst is C(OCC)(=O)C. The product is [CH2:13]([C:17]1[N:22]2[N:23]=[CH:24][CH:25]=[C:21]2[N:20]([C@H:26]2[CH2:27][CH2:28][C@H:29]([O:32][CH2:33][C:34]([OH:37])([CH3:35])[CH3:36])[CH2:30][CH2:31]2)[C:19](=[O:38])[C:18]=1[CH2:39][C:40]1[CH:45]=[N:44][C:43]([C:46]2[CH:53]=[CH:52][CH:51]=[CH:50][C:47]=2[C:48]2[NH:3][C:4](=[O:7])[O:5][N:49]=2)=[CH:42][CH:41]=1)[CH2:14][CH2:15][CH3:16]. The yield is 0.530. (3) The reactants are [CH2:1]([N:8]1[CH:12]=[CH:11][C:10]([C:13]([OH:15])=O)=[CH:9]1)[C:2]1[CH:7]=[CH:6][CH:5]=[CH:4][CH:3]=1.CN(C)C=O.C(Cl)(=O)C(Cl)=O.[NH2:27][C:28]1[CH:29]=[C:30]([CH:48]=[CH:49][C:50]=1[F:51])[O:31][C:32]1[CH:33]=[CH:34][C:35]2[N:36]([CH:38]=[C:39]([NH:41][C:42]([CH:44]3[CH2:46][CH:45]3C)=[O:43])[N:40]=2)[N:37]=1. The catalyst is CN(C)C(=O)C.O1CCCC1. The product is [CH2:1]([N:8]1[CH:12]=[CH:11][C:10]([C:13]([NH:27][C:28]2[CH:29]=[C:30]([O:31][C:32]3[CH:33]=[CH:34][C:35]4[N:36]([CH:38]=[C:39]([NH:41][C:42]([CH:44]5[CH2:46][CH2:45]5)=[O:43])[N:40]=4)[N:37]=3)[CH:48]=[CH:49][C:50]=2[F:51])=[O:15])=[CH:9]1)[C:2]1[CH:3]=[CH:4][CH:5]=[CH:6][CH:7]=1. The yield is 0.240. (4) The reactants are [Cl:1][C:2]1[CH:11]=[CH:10][C:5]([C:6]([O:8][CH3:9])=[O:7])=[C:4]([NH:12][CH2:13][CH2:14][CH2:15][OH:16])[C:3]=1[NH:17][C:18](=S)[NH:19][C:20]1[CH:21]=[N:22][C:23]([O:27][CH3:28])=[CH:24][C:25]=1[CH3:26].Cl.C(N=C=NCCCN(C)C)C.C(N(CC)CC)C. The catalyst is O1CCCC1.C(=O)([O-])O.[Na+]. The product is [Cl:1][C:2]1[C:3]2[N:17]=[C:18]([NH:19][C:20]3[CH:21]=[N:22][C:23]([O:27][CH3:28])=[CH:24][C:25]=3[CH3:26])[N:12]([CH2:13][CH2:14][CH2:15][OH:16])[C:4]=2[C:5]([C:6]([O:8][CH3:9])=[O:7])=[CH:10][CH:11]=1. The yield is 0.570. (5) The reactants are [O:1]1[CH2:6][CH2:5][CH:4]([CH:7]=[N:8][OH:9])[CH2:3][CH2:2]1.ClN1C(=O)CCC1=O.[C:18]([O:23][CH2:24][CH3:25])(=[O:22])[C:19]#[C:20][CH3:21].C(N(CC)CC)C. The catalyst is CN(C=O)C.C(OC)(C)(C)C. The product is [CH2:24]([O:23][C:18]([C:19]1[C:7]([CH:4]2[CH2:5][CH2:6][O:1][CH2:2][CH2:3]2)=[N:8][O:9][C:20]=1[CH3:21])=[O:22])[CH3:25]. The yield is 0.350. (6) The reactants are Br[C:2]1[N:27]=[C:5]2[CH:6]=[C:7]([NH:10][C:11]([C:13]3[N:17]([CH3:18])[N:16]=[CH:15][C:14]=3[C:19]([N:21]3[CH2:26][CH2:25][O:24][CH2:23][CH2:22]3)=[O:20])=[O:12])[CH:8]=[CH:9][N:4]2[N:3]=1.[CH3:28][O:29][C:30]1[CH:35]=[CH:34][CH:33]=[CH:32][C:31]=1B(O)O. No catalyst specified. The product is [CH3:28][O:29][C:30]1[CH:35]=[CH:34][CH:33]=[CH:32][C:31]=1[C:2]1[N:27]=[C:5]2[CH:6]=[C:7]([NH:10][C:11]([C:13]3[N:17]([CH3:18])[N:16]=[CH:15][C:14]=3[C:19]([N:21]3[CH2:26][CH2:25][O:24][CH2:23][CH2:22]3)=[O:20])=[O:12])[CH:8]=[CH:9][N:4]2[N:3]=1. The yield is 0.513. (7) The reactants are [C:1]1([C@H:13]2[CH2:18][CH2:17][C@H:16]([CH2:19][NH2:20])[CH2:15][CH2:14]2)[N:2]=[N:3][N:4]2[C:9]=1[C:8]1[CH:10]=[CH:11][NH:12][C:7]=1[N:6]=[CH:5]2.[C:21]([CH2:23][C:24](O)=[O:25])#[N:22].F[P-](F)(F)(F)(F)F.N1(OC(N(C)C)=[N+](C)C)C2N=CC=CC=2N=N1.C(N(CC)C(C)C)(C)C. The catalyst is CN(C)C=O.O. The product is [C:1]1([C@H:13]2[CH2:14][CH2:15][C@H:16]([CH2:19][NH:20][C:24](=[O:25])[CH2:23][C:21]#[N:22])[CH2:17][CH2:18]2)[N:2]=[N:3][N:4]2[C:9]=1[C:8]1[CH:10]=[CH:11][NH:12][C:7]=1[N:6]=[CH:5]2. The yield is 0.230. (8) The reactants are Br[CH2:2][CH:3]1[CH2:5][CH2:4]1.[NH:6]1[C:10]2[CH:11]=[CH:12][CH:13]=[CH:14][C:9]=2[N:8]=[C:7]1[CH2:15][OH:16].C(N(CC)C(C)C)(C)C. The catalyst is CN(C=O)C. The product is [CH:5]1([CH2:4][N:6]2[C:10]3[CH:11]=[CH:12][CH:13]=[CH:14][C:9]=3[N:8]=[C:7]2[CH2:15][OH:16])[CH2:3][CH2:2]1. The yield is 0.260. (9) The reactants are [NH:1]1[CH:5]=[CH:4][C:3]([C:6]2[S:10][C:9]([C:11]3[CH:12]=[N:13][CH:14]=[CH:15][CH:16]=3)=[N:8][C:7]=2[C:17]([F:20])([F:19])[F:18])=[N:2]1.Cl[C:22]1[N:27]=[CH:26][CH:25]=[CH:24][N:23]=1.[H-].[Na+]. The catalyst is CN(C=O)C. The product is [N:13]1[CH:14]=[CH:15][CH:16]=[C:11]([C:9]2[S:10][C:6]([C:3]3[CH:4]=[CH:5][N:1]([C:22]4[N:27]=[CH:26][CH:25]=[CH:24][N:23]=4)[N:2]=3)=[C:7]([C:17]([F:19])([F:18])[F:20])[N:8]=2)[CH:12]=1. The yield is 0.430. (10) The reactants are O=C1C2C(=CC=CC=2)[C:4](=[O:11])[N:3]1[CH2:12][C:13]1[CH:20]=[C:19]([CH3:21])[C:16]([C:17]#[N:18])=[C:15]([O:22][CH3:23])[N:14]=1.O.NN.[CH3:27][C:28]([O:31]C(OC([O:31][C:28]([CH3:30])([CH3:29])[CH3:27])=O)=O)([CH3:30])[CH3:29]. The catalyst is C(O)C. The product is [C:17]([C:16]1[C:19]([CH3:21])=[CH:20][C:13]([CH2:12][NH:3][C:4](=[O:11])[O:31][C:28]([CH3:30])([CH3:29])[CH3:27])=[N:14][C:15]=1[O:22][CH3:23])#[N:18]. The yield is 0.749.